Dataset: Peptide-MHC class I binding affinity with 185,985 pairs from IEDB/IMGT. Task: Regression. Given a peptide amino acid sequence and an MHC pseudo amino acid sequence, predict their binding affinity value. This is MHC class I binding data. (1) The peptide sequence is SVYIHGLI. The MHC is H-2-Kb with pseudo-sequence H-2-Kb. The binding affinity (normalized) is 0.688. (2) The peptide sequence is LPYYDPWFL. The binding affinity (normalized) is 0.0498. The MHC is H-2-Kb with pseudo-sequence H-2-Kb.